From a dataset of Peptide-MHC class I binding affinity with 185,985 pairs from IEDB/IMGT. Regression. Given a peptide amino acid sequence and an MHC pseudo amino acid sequence, predict their binding affinity value. This is MHC class I binding data. (1) The peptide sequence is DSPATLSAY. The MHC is HLA-B27:05 with pseudo-sequence HLA-B27:05. The binding affinity (normalized) is 0.0847. (2) The MHC is HLA-B27:05 with pseudo-sequence HLA-B27:05. The peptide sequence is KQWIILGLNK. The binding affinity (normalized) is 0.205. (3) The peptide sequence is GSEELRSLY. The MHC is HLA-A69:01 with pseudo-sequence HLA-A69:01. The binding affinity (normalized) is 0.0847. (4) The peptide sequence is HTQAIEGAW. The MHC is HLA-B15:01 with pseudo-sequence HLA-B15:01. The binding affinity (normalized) is 0.0847. (5) The peptide sequence is VMSELFDTL. The MHC is HLA-A02:12 with pseudo-sequence HLA-A02:12. The binding affinity (normalized) is 1.00. (6) The peptide sequence is GSVNVVYTF. The MHC is Mamu-A02 with pseudo-sequence Mamu-A02. The binding affinity (normalized) is 0.687. (7) The peptide sequence is NLAAQTHLY. The MHC is HLA-B39:01 with pseudo-sequence HLA-B39:01. The binding affinity (normalized) is 0.0847. (8) The peptide sequence is WMTTEDMLSV. The MHC is HLA-A02:17 with pseudo-sequence HLA-A02:17. The binding affinity (normalized) is 0.410.